From a dataset of Forward reaction prediction with 1.9M reactions from USPTO patents (1976-2016). Predict the product of the given reaction. Given the reactants [C:1]([C:5]1[CH:6]=[CH:7][C:8]2[CH2:9][C:10]3[C:15]([C:16]=2[CH:17]=1)=[CH:14][C:13]([C:18]([CH3:21])([CH3:20])[CH3:19])=[CH:12][CH:11]=3)([CH3:4])([CH3:3])[CH3:2].C([Li])CCC.CCCCCC.C(C1C=C(C)C(=[C:42]([C:49]2[CH:54]=[CH:53][CH:52]=[CH:51][CH:50]=2)[C:43]2[CH:48]=[CH:47][CH:46]=[CH:45][CH:44]=2)C=1)(C)(C)C.O, predict the reaction product. The product is: [C:1]([C:5]1[CH:6]=[C:7]([CH:42]([C:43]2[CH:48]=[CH:47][CH:46]=[CH:45][CH:44]=2)[C:49]2[CH:54]=[CH:53][CH:52]=[CH:51][CH:50]=2)[C:8]2[CH2:9][C:10]3[C:15]([C:16]=2[CH:17]=1)=[CH:14][C:13]([C:18]([CH3:21])([CH3:20])[CH3:19])=[CH:12][CH:11]=3)([CH3:4])([CH3:3])[CH3:2].